From a dataset of Forward reaction prediction with 1.9M reactions from USPTO patents (1976-2016). Predict the product of the given reaction. Given the reactants Br[CH:2]=[C:3]([C:5]1[CH:6]=[C:7]([F:14])[C:8]([O:12]C)=[C:9]([F:11])[CH:10]=1)[CH3:4].P([O-])([O-])([O-])=O.[K+].[K+].[K+].N1CCC[C@H]1C(O)=O.[CH3:31][N:32]1[CH2:45][CH2:44][C:35]2[NH:36][C:37]3[CH:38]=[CH:39][C:40]([CH3:43])=[CH:41][C:42]=3[C:34]=2[CH2:33]1, predict the reaction product. The product is: [CH3:31][N:32]1[CH2:45][CH2:44][C:35]2[N:36](/[CH:2]=[C:3](/[C:5]3[CH:6]=[C:7]([F:14])[C:8]([OH:12])=[C:9]([F:11])[CH:10]=3)\[CH3:4])[C:37]3[CH:38]=[CH:39][C:40]([CH3:43])=[CH:41][C:42]=3[C:34]=2[CH2:33]1.